From a dataset of Peptide-MHC class II binding affinity with 134,281 pairs from IEDB. Regression. Given a peptide amino acid sequence and an MHC pseudo amino acid sequence, predict their binding affinity value. This is MHC class II binding data. (1) The peptide sequence is EKKYLAATQFEPLAA. The MHC is DRB1_1602 with pseudo-sequence DRB1_1602. The binding affinity (normalized) is 0.508. (2) The peptide sequence is YFLMAYANQIHHVDL. The MHC is DRB1_0401 with pseudo-sequence DRB1_0401. The binding affinity (normalized) is 0.986.